The task is: Predict the reaction yield, written as a fraction of the theoretical maximum amount of product (1.0 means a 100% yield; for example, 0.34 means a 34% yield).. This data is from Reaction yield outcomes from USPTO patents with 853,638 reactions. (1) The reactants are [OH-].[Na+].[Cl:3][C:4]1[CH:9]=[C:8]([CH2:10][C:11]([O:13]C)=[O:12])[CH:7]=[CH:6][C:5]=1[O:15][C:16]([N:18]1[CH2:23][CH2:22][N:21]([C:24]2[CH:29]=[CH:28][C:27]([NH:30][C:31]([NH:33][C:34]3[CH:39]=[C:38]([CH3:40])[CH:37]=[CH:36][C:35]=3[O:41][CH3:42])=[O:32])=[CH:26][CH:25]=2)[CH2:20][CH2:19]1)=[O:17].Cl. The catalyst is O1CCCC1.C(O)C. The product is [C:11]([CH2:10][C:8]1[CH:7]=[CH:6][C:5]([O:15][C:16]([N:18]2[CH2:19][CH2:20][N:21]([C:24]3[CH:25]=[CH:26][C:27]([NH:30][C:31]([NH:33][C:34]4[CH:39]=[C:38]([CH3:40])[CH:37]=[CH:36][C:35]=4[O:41][CH3:42])=[O:32])=[CH:28][CH:29]=3)[CH2:22][CH2:23]2)=[O:17])=[C:4]([Cl:3])[CH:9]=1)([OH:13])=[O:12]. The yield is 0.280. (2) The reactants are F[C:2](F)(F)[C:3](O)=O.CC(N1[C:16]([C:17]([NH:19][CH2:20][C:21]2[CH:26]=[CH:25][C:24]([C:27]3[CH:28]=[C:29]4[C:33](=[C:34]([C:36]([NH2:38])=[O:37])[CH:35]=3)[NH:32][CH:31]=[C:30]4[CH:39]3[CH2:44][CH2:43][N:42]([S:45]([CH2:48][CH3:49])(=[O:47])=[O:46])[CH2:41][CH2:40]3)=[CH:23][CH:22]=2)=[O:18])=[CH:15][C:14](C)=N1)(C)C.CC(N1C(C(NCC2C=CC(B(O)O)=CC=2)=O)=CC(C)=N1)(C)C. No catalyst specified. The product is [CH:16]1([C:17]([NH:19][CH2:20][C:21]2[CH:26]=[CH:25][C:24]([C:27]3[CH:28]=[C:29]4[C:33](=[C:34]([C:36]([NH2:38])=[O:37])[CH:35]=3)[NH:32][CH:31]=[C:30]4[CH:39]3[CH2:44][CH2:43][N:42]([S:45]([CH2:48][CH3:49])(=[O:46])=[O:47])[CH2:41][CH2:40]3)=[CH:23][CH:22]=2)=[O:18])[CH2:15][CH2:14][CH2:3][CH2:2]1. The yield is 0.470.